Dataset: Full USPTO retrosynthesis dataset with 1.9M reactions from patents (1976-2016). Task: Predict the reactants needed to synthesize the given product. (1) Given the product [CH3:8][C:6]1([CH3:7])[C:2]([CH3:19])([CH3:1])[O:3][B:4]([C:9]2[CH:10]=[C:11]([C:15]([NH:18][C:25](=[O:26])[O:24][C:21]([CH3:23])([CH3:22])[CH3:20])([CH3:17])[CH3:16])[CH:12]=[CH:13][CH:14]=2)[O:5]1, predict the reactants needed to synthesize it. The reactants are: [CH3:1][C:2]1([CH3:19])[C:6]([CH3:8])([CH3:7])[O:5][B:4]([C:9]2[CH:10]=[C:11]([C:15]([NH2:18])([CH3:17])[CH3:16])[CH:12]=[CH:13][CH:14]=2)[O:3]1.[CH3:20][C:21]([O:24][C:25](O[C:25]([O:24][C:21]([CH3:23])([CH3:22])[CH3:20])=[O:26])=[O:26])([CH3:23])[CH3:22].CC#N. (2) Given the product [Cl:22][C:21]1[C:20]([O:23][CH3:24])=[CH:19][C:18]([O:25][CH3:26])=[C:17]([Cl:27])[C:16]=1[C:6]1[C:5](=[O:28])[N:4]([CH2:3][CH2:2][NH:1][CH:30]2[CH2:31][N:32]([C:34]([O:36][C:37]([CH3:40])([CH3:39])[CH3:38])=[O:35])[CH2:33]2)[C:9]2[N:10]=[C:11]([S:14][CH3:15])[N:12]=[CH:13][C:8]=2[CH:7]=1, predict the reactants needed to synthesize it. The reactants are: [NH2:1][CH2:2][CH2:3][N:4]1[C:9]2[N:10]=[C:11]([S:14][CH3:15])[N:12]=[CH:13][C:8]=2[CH:7]=[C:6]([C:16]2[C:21]([Cl:22])=[C:20]([O:23][CH3:24])[CH:19]=[C:18]([O:25][CH3:26])[C:17]=2[Cl:27])[C:5]1=[O:28].O=[C:30]1[CH2:33][N:32]([C:34]([O:36][C:37]([CH3:40])([CH3:39])[CH3:38])=[O:35])[CH2:31]1.[BH3-]C#N.[Na+].